Dataset: NCI-60 drug combinations with 297,098 pairs across 59 cell lines. Task: Regression. Given two drug SMILES strings and cell line genomic features, predict the synergy score measuring deviation from expected non-interaction effect. (1) Drug 1: C1=CC=C(C=C1)NC(=O)CCCCCCC(=O)NO. Drug 2: CC12CCC3C(C1CCC2O)C(CC4=C3C=CC(=C4)O)CCCCCCCCCS(=O)CCCC(C(F)(F)F)(F)F. Cell line: MALME-3M. Synergy scores: CSS=-0.940, Synergy_ZIP=0.675, Synergy_Bliss=1.33, Synergy_Loewe=-2.02, Synergy_HSA=-1.37. (2) Drug 2: C1CCN(CC1)CCOC2=CC=C(C=C2)C(=O)C3=C(SC4=C3C=CC(=C4)O)C5=CC=C(C=C5)O. Synergy scores: CSS=16.6, Synergy_ZIP=3.23, Synergy_Bliss=9.20, Synergy_Loewe=-3.56, Synergy_HSA=8.82. Cell line: MOLT-4. Drug 1: CNC(=O)C1=CC=CC=C1SC2=CC3=C(C=C2)C(=NN3)C=CC4=CC=CC=N4. (3) Drug 1: CC1C(C(CC(O1)OC2CC(CC3=C2C(=C4C(=C3O)C(=O)C5=C(C4=O)C(=CC=C5)OC)O)(C(=O)C)O)N)O.Cl. Drug 2: C1=C(C(=O)NC(=O)N1)F. Cell line: SF-268. Synergy scores: CSS=48.5, Synergy_ZIP=12.2, Synergy_Bliss=13.3, Synergy_Loewe=13.8, Synergy_HSA=14.4. (4) Drug 1: CC1=C(C(CCC1)(C)C)C=CC(=CC=CC(=CC(=O)O)C)C. Drug 2: N.N.Cl[Pt+2]Cl. Cell line: SK-OV-3. Synergy scores: CSS=-1.33, Synergy_ZIP=-4.02, Synergy_Bliss=-0.211, Synergy_Loewe=-7.60, Synergy_HSA=-6.54. (5) Drug 1: C1CCN(CC1)CCOC2=CC=C(C=C2)C(=O)C3=C(SC4=C3C=CC(=C4)O)C5=CC=C(C=C5)O. Drug 2: CN1C(=O)N2C=NC(=C2N=N1)C(=O)N. Cell line: SN12C. Synergy scores: CSS=0.973, Synergy_ZIP=-0.233, Synergy_Bliss=-1.88, Synergy_Loewe=-52.3, Synergy_HSA=-2.30.